This data is from Catalyst prediction with 721,799 reactions and 888 catalyst types from USPTO. The task is: Predict which catalyst facilitates the given reaction. (1) Reactant: [CH3:1][N:2]1[C:10]2[C:5](=[CH:6][CH:7]=[CH:8][CH:9]=2)[C:4]([NH2:11])=[N:3]1.[CH2:12]([N:14]([CH2:17][CH3:18])[CH2:15][CH3:16])[CH3:13].[OH-].[Na+].[ClH:21].[CH2:22]([OH:24])[CH3:23]. Product: [ClH:21].[CH3:1][N:2]1[C:10]2[C:5](=[CH:6][CH:7]=[CH:8][CH:9]=2)[C:4]([NH:11][C:22]([CH:23]2[CH2:16][CH2:15][N:14]([CH2:17][CH2:18][C:5]3[CH:10]=[CH:9][CH:8]=[CH:7][CH:6]=3)[CH2:12][CH2:13]2)=[O:24])=[N:3]1. The catalyst class is: 451. (2) Reactant: [F:1][C:2]1([F:25])[CH2:7][CH2:6][CH:5]([CH2:8][NH:9][C:10]2[CH:15]=[CH:14][C:13]([NH:16][S:17]([CH2:20][CH3:21])(=[O:19])=[O:18])=[CH:12][C:11]=2[N+:22]([O-])=O)[CH2:4][CH2:3]1. Product: [NH2:22][C:11]1[CH:12]=[C:13]([NH:16][S:17]([CH2:20][CH3:21])(=[O:19])=[O:18])[CH:14]=[CH:15][C:10]=1[NH:9][CH2:8][CH:5]1[CH2:4][CH2:3][C:2]([F:1])([F:25])[CH2:7][CH2:6]1. The catalyst class is: 582. (3) Reactant: [CH3:1][C:2]1[C:3](=[O:17])[CH2:4][CH2:5][C:6]=1[C:7]1[CH:8]=[CH:9][CH:10]=[C:11]2[C:16]=1[N:15]=[CH:14][CH:13]=[CH:12]2.O1CCCC1.[C:23]1([Li])[CH:28]=[CH:27][CH:26]=[CH:25][CH:24]=1.C(OCC)(=O)C. Product: [OH:17][C:3]1([C:23]2[CH:28]=[CH:27][CH:26]=[CH:25][CH:24]=2)[CH2:4][CH2:5][C:6]([C:7]2[CH:8]=[CH:9][CH:10]=[C:11]3[C:16]=2[N:15]=[CH:14][CH:13]=[CH:12]3)=[C:2]1[CH3:1]. The catalyst class is: 6.